This data is from Forward reaction prediction with 1.9M reactions from USPTO patents (1976-2016). The task is: Predict the product of the given reaction. Given the reactants Cl[C:2]1[N:7]2[N:8]=[CH:9][CH:10]=[C:6]2[N:5]=[C:4]([NH:11][C:12](=[O:23])[C:13]2[CH:18]=[CH:17][C:16]([C:19]([OH:22])([CH3:21])[CH3:20])=[CH:15][CH:14]=2)[CH:3]=1.[NH:24]1[CH2:27][CH:26]([OH:28])[CH2:25]1, predict the reaction product. The product is: [OH:28][CH:26]1[CH2:27][N:24]([C:2]2[N:7]3[N:8]=[CH:9][CH:10]=[C:6]3[N:5]=[C:4]([NH:11][C:12](=[O:23])[C:13]3[CH:18]=[CH:17][C:16]([C:19]([OH:22])([CH3:21])[CH3:20])=[CH:15][CH:14]=3)[CH:3]=2)[CH2:25]1.